This data is from NCI-60 drug combinations with 297,098 pairs across 59 cell lines. The task is: Regression. Given two drug SMILES strings and cell line genomic features, predict the synergy score measuring deviation from expected non-interaction effect. (1) Drug 1: CS(=O)(=O)CCNCC1=CC=C(O1)C2=CC3=C(C=C2)N=CN=C3NC4=CC(=C(C=C4)OCC5=CC(=CC=C5)F)Cl. Drug 2: C(CN)CNCCSP(=O)(O)O. Cell line: RPMI-8226. Synergy scores: CSS=7.42, Synergy_ZIP=-4.14, Synergy_Bliss=-5.23, Synergy_Loewe=-0.887, Synergy_HSA=-8.47. (2) Drug 1: CCC(=C(C1=CC=CC=C1)C2=CC=C(C=C2)OCCN(C)C)C3=CC=CC=C3.C(C(=O)O)C(CC(=O)O)(C(=O)O)O. Drug 2: CC1=C(C(=O)C2=C(C1=O)N3CC4C(C3(C2COC(=O)N)OC)N4)N. Cell line: HCT-15. Synergy scores: CSS=8.39, Synergy_ZIP=2.96, Synergy_Bliss=3.92, Synergy_Loewe=-31.8, Synergy_HSA=-2.81. (3) Drug 1: C1=CC(=CC=C1CCC2=CNC3=C2C(=O)NC(=N3)N)C(=O)NC(CCC(=O)O)C(=O)O. Drug 2: CN1C2=C(C=C(C=C2)N(CCCl)CCCl)N=C1CCCC(=O)O.Cl. Cell line: SF-539. Synergy scores: CSS=31.2, Synergy_ZIP=-0.161, Synergy_Bliss=-2.04, Synergy_Loewe=-12.5, Synergy_HSA=-1.47. (4) Drug 1: C1CC(=O)NC(=O)C1N2CC3=C(C2=O)C=CC=C3N. Drug 2: CC1C(C(CC(O1)OC2CC(CC3=C2C(=C4C(=C3O)C(=O)C5=C(C4=O)C(=CC=C5)OC)O)(C(=O)CO)O)N)O.Cl. Cell line: SK-MEL-2. Synergy scores: CSS=36.6, Synergy_ZIP=-0.532, Synergy_Bliss=-0.186, Synergy_Loewe=-18.5, Synergy_HSA=0.0308. (5) Cell line: HCT116. Synergy scores: CSS=30.6, Synergy_ZIP=2.31, Synergy_Bliss=2.23, Synergy_Loewe=2.25, Synergy_HSA=2.74. Drug 2: COCCOC1=C(C=C2C(=C1)C(=NC=N2)NC3=CC=CC(=C3)C#C)OCCOC.Cl. Drug 1: CC(CN1CC(=O)NC(=O)C1)N2CC(=O)NC(=O)C2. (6) Drug 1: CC12CCC3C(C1CCC2=O)CC(=C)C4=CC(=O)C=CC34C. Drug 2: C1=CC(=CC=C1CCCC(=O)O)N(CCCl)CCCl. Cell line: SNB-75. Synergy scores: CSS=26.7, Synergy_ZIP=-12.7, Synergy_Bliss=-1.52, Synergy_Loewe=-0.349, Synergy_HSA=1.86. (7) Drug 1: CCC1(CC2CC(C3=C(CCN(C2)C1)C4=CC=CC=C4N3)(C5=C(C=C6C(=C5)C78CCN9C7C(C=CC9)(C(C(C8N6C=O)(C(=O)OC)O)OC(=O)C)CC)OC)C(=O)OC)O.OS(=O)(=O)O. Drug 2: CC1=C(C=C(C=C1)NC(=O)C2=CC=C(C=C2)CN3CCN(CC3)C)NC4=NC=CC(=N4)C5=CN=CC=C5. Cell line: NCIH23. Synergy scores: CSS=6.82, Synergy_ZIP=-2.09, Synergy_Bliss=1.05, Synergy_Loewe=-3.07, Synergy_HSA=-0.457. (8) Drug 1: C1=NC(=NC(=O)N1C2C(C(C(O2)CO)O)O)N. Drug 2: CN(CC1=CN=C2C(=N1)C(=NC(=N2)N)N)C3=CC=C(C=C3)C(=O)NC(CCC(=O)O)C(=O)O. Cell line: OVCAR-5. Synergy scores: CSS=23.7, Synergy_ZIP=0.465, Synergy_Bliss=3.78, Synergy_Loewe=-49.6, Synergy_HSA=3.35. (9) Drug 1: CN(C)N=NC1=C(NC=N1)C(=O)N. Drug 2: CCC1(C2=C(COC1=O)C(=O)N3CC4=CC5=C(C=CC(=C5CN(C)C)O)N=C4C3=C2)O.Cl. Cell line: A549. Synergy scores: CSS=14.1, Synergy_ZIP=-3.73, Synergy_Bliss=-1.000, Synergy_Loewe=-13.5, Synergy_HSA=-2.56.